Dataset: Forward reaction prediction with 1.9M reactions from USPTO patents (1976-2016). Task: Predict the product of the given reaction. Given the reactants [CH3:1][N:2]=[C:3]=[O:4].N[C:6]1[CH:7]=[N:8][CH:9]=[CH:10][C:11]=1[CH2:12][O:13][C:14]1[C:23]2[C:18](=[CH:19][CH:20]=[CH:21][CH:22]=2)[C:17]([NH:24][C:25]([NH:27][C:28]2[N:32]([C:33]3[CH:38]=[CH:37][C:36]([CH3:39])=[CH:35][CH:34]=3)[N:31]=[C:30]([C:40]([CH3:43])([CH3:42])[CH3:41])[CH:29]=2)=[O:26])=[CH:16][CH:15]=1.[N:44]1C=CC=CC=1, predict the reaction product. The product is: [CH3:1][NH:2][C:3](=[O:4])[NH:44][C:9]1[CH:10]=[C:11]([CH2:12][O:13][C:14]2[C:23]3[C:18](=[CH:19][CH:20]=[CH:21][CH:22]=3)[C:17]([NH:24][C:25]([NH:27][C:28]3[N:32]([C:33]4[CH:34]=[CH:35][C:36]([CH3:39])=[CH:37][CH:38]=4)[N:31]=[C:30]([C:40]([CH3:42])([CH3:43])[CH3:41])[CH:29]=3)=[O:26])=[CH:16][CH:15]=2)[CH:6]=[CH:7][N:8]=1.